Dataset: Full USPTO retrosynthesis dataset with 1.9M reactions from patents (1976-2016). Task: Predict the reactants needed to synthesize the given product. (1) The reactants are: [CH3:1][O:2][C:3]1[CH:4]=[C:5](/[CH:13]=[CH:14]/[C:15]([O:17][CH2:18][CH3:19])=[O:16])[CH:6]=[C:7]([O:11][CH3:12])[C:8]=1[O:9][CH3:10]. Given the product [CH3:12][O:11][C:7]1[CH:6]=[C:5]([CH2:13][CH2:14][C:15]([O:17][CH2:18][CH3:19])=[O:16])[CH:4]=[C:3]([O:2][CH3:1])[C:8]=1[O:9][CH3:10], predict the reactants needed to synthesize it. (2) Given the product [CH3:1][C:2]1[CH:15]=[CH:14][CH:13]=[C:12]([CH3:16])[C:3]=1[O:4][CH2:5][CH2:6][CH2:7][CH2:8][C:9]([OH:11])=[O:10], predict the reactants needed to synthesize it. The reactants are: [CH3:1][C:2]1[CH:15]=[CH:14][CH:13]=[CH:12][C:3]=1[O:4][CH2:5][CH2:6][CH2:7][CH2:8][C:9]([OH:11])=[O:10].[CH3:16]C1C=CC=C(C)C=1O. (3) Given the product [CH2:20]([NH:19][C:15]1[N:14]=[C:13]([C:12]2[C:8]([C:4]3[CH:3]=[C:2]([NH:1][S:39]([C:33]4[CH:34]=[C:35]([F:38])[CH:36]=[CH:37][C:32]=4[F:31])(=[O:41])=[O:40])[CH:7]=[CH:6][CH:5]=3)=[N:9][N:10]([CH2:22][C:23]3[CH:24]=[CH:25][C:26]([O:29][CH3:30])=[CH:27][CH:28]=3)[CH:11]=2)[CH:18]=[CH:17][N:16]=1)[CH3:21], predict the reactants needed to synthesize it. The reactants are: [NH2:1][C:2]1[CH:3]=[C:4]([C:8]2[C:12]([C:13]3[CH:18]=[CH:17][N:16]=[C:15]([NH:19][CH2:20][CH3:21])[N:14]=3)=[CH:11][N:10]([CH2:22][C:23]3[CH:28]=[CH:27][C:26]([O:29][CH3:30])=[CH:25][CH:24]=3)[N:9]=2)[CH:5]=[CH:6][CH:7]=1.[F:31][C:32]1[CH:37]=[CH:36][C:35]([F:38])=[CH:34][C:33]=1[S:39](Cl)(=[O:41])=[O:40].[Na]. (4) Given the product [Br:1][C:2]1[CH:3]=[C:4]2[C:9](=[CH:10][CH:11]=1)[CH:8]=[C:7]([O:12][CH2:20][C:21]1[C:22]([C:29]3[C:30]([Cl:36])=[CH:31][CH:32]=[CH:33][C:34]=3[Cl:35])=[N:23][O:24][C:25]=1[CH:26]([CH3:28])[CH3:27])[CH:6]=[CH:5]2, predict the reactants needed to synthesize it. The reactants are: [Br:1][C:2]1[CH:3]=[C:4]2[C:9](=[CH:10][CH:11]=1)[CH:8]=[C:7]([OH:12])[CH:6]=[CH:5]2.C(=O)([O-])[O-].[Cs+].[Cs+].Cl[CH2:20][C:21]1[C:22]([C:29]2[C:34]([Cl:35])=[CH:33][CH:32]=[CH:31][C:30]=2[Cl:36])=[N:23][O:24][C:25]=1[CH:26]([CH3:28])[CH3:27].C(OCC)(=O)C. (5) Given the product [F:83][Sb-:84]([F:89])([F:88])([F:87])([F:86])[F:85].[CH2:71]([C:68]1[CH:67]=[CH:66][C:65]([N:49]([C:46]2[CH:47]=[CH:48][C:43](/[CH:42]=[CH:41]/[C:38]3[CH:39]=[CH:40][C:35]([N:19]([C:16]4[CH:17]=[CH:18][C:13]([CH2:9][CH2:10][CH2:11][CH3:12])=[CH:14][CH:15]=4)[C:20]4[CH:25]=[CH:24][CH:23]=[C:22]([SH+:26][CH2:27][CH2:28][C:29]5[CH:30]=[CH:31][CH:32]=[CH:33][CH:34]=5)[CH:21]=4)=[CH:36][CH:37]=3)=[CH:44][CH:45]=2)[C:50]2[CH:51]=[C:52]([SH+:56][CH2:57][CH2:58][C:59]3[CH:64]=[CH:63][CH:62]=[CH:61][CH:60]=3)[CH:53]=[CH:54][CH:55]=2)=[CH:70][CH:69]=1)[CH2:72][CH2:73][CH3:74].[F:83][Sb-:84]([F:89])([F:88])([F:87])([F:86])[F:85], predict the reactants needed to synthesize it. The reactants are: [O-]S(C(F)(F)F)(=O)=O.[CH2:9]([C:13]1[CH:18]=[CH:17][C:16]([N:19]([C:35]2[CH:40]=[CH:39][C:38](/[CH:41]=[CH:42]/[C:43]3[CH:48]=[CH:47][C:46]([N:49]([C:65]4[CH:70]=[CH:69][C:68]([CH2:71][CH2:72][CH2:73][CH3:74])=[CH:67][CH:66]=4)[C:50]4[CH:55]=[CH:54][CH:53]=[C:52]([SH+:56][CH2:57][CH2:58][C:59]5[CH:64]=[CH:63][CH:62]=[CH:61][CH:60]=5)[CH:51]=4)=[CH:45][CH:44]=3)=[CH:37][CH:36]=2)[C:20]2[CH:21]=[C:22]([SH+:26][CH2:27][CH2:28][C:29]3[CH:34]=[CH:33][CH:32]=[CH:31][CH:30]=3)[CH:23]=[CH:24][CH:25]=2)=[CH:15][CH:14]=1)[CH2:10][CH2:11][CH3:12].[O-]S(C(F)(F)F)(=O)=O.[F:83][Sb-:84]([F:89])([F:88])([F:87])([F:86])[F:85].[Na+]. (6) Given the product [CH2:1]([O:8][C:9]1[CH:14]=[CH:13][C:12]([CH3:15])=[CH:11][C:10]=1[CH:16]([C:17]1[CH:27]=[CH:28][CH:29]=[CH:30][CH:35]=1)[CH2:21][CH2:22][NH:39][CH:36]([CH3:38])[CH3:37])[C:2]1[CH:7]=[CH:6][CH:5]=[CH:4][CH:3]=1, predict the reactants needed to synthesize it. The reactants are: [CH2:1]([O:8][C:9]1[CH:14]=[CH:13][C:12]([CH3:15])=[CH:11][C:10]=1[C:16]1[C:17]([CH2:27][CH2:28][CH2:29][C:30]2[CH:35]=CC=CC=2)=C(S([O-])(=O)=O)C=C[C:21]=1[CH3:22])[C:2]1[CH:7]=[CH:6][CH:5]=[CH:4][CH:3]=1.[CH:36]([NH2:39])([CH3:38])[CH3:37]. (7) Given the product [CH2:27]=[C:14]1[C:15]2[CH:22]=[CH:21][CH:20]=[CH:19][C:16]=2[CH2:17][CH2:18][CH:12]([NH:11][C:9]([O:8][CH2:1][C:2]2[CH:3]=[CH:4][CH:5]=[CH:6][CH:7]=2)=[O:10])[C:13]1=[O:23], predict the reactants needed to synthesize it. The reactants are: [CH2:1]([O:8][C:9]([NH:11][CH:12]1[CH2:18][CH2:17][C:16]2[CH:19]=[CH:20][CH:21]=[CH:22][C:15]=2[CH2:14][C:13]1=[O:23])=[O:10])[C:2]1[CH:7]=[CH:6][CH:5]=[CH:4][CH:3]=1.C=O.N1CCC[CH2:27]1. (8) The reactants are: Cl[C:2]1[CH:7]=[C:6]([C:8]([F:11])([F:10])[F:9])[CH:5]=[CH:4][C:3]=1[N:12]1[CH2:17][CH2:16][O:15][C:14]2[CH:18]=[C:19]([S:22]([NH:25][C:26]3[CH:31]=[CH:30][N:29]=[CH:28][N:27]=3)(=[O:24])=[O:23])[CH:20]=[CH:21][C:13]1=2.B1([C:41]2[CH2:46][CH2:45][N:44]([C:47]([O:49][C:50]([CH3:53])([CH3:52])[CH3:51])=[O:48])[CH2:43][CH:42]=2)OC(C)(C)C(C)(C)O1.P([O-])([O-])([O-])=O.[K+].[K+].[K+]. Given the product [N:29]1[CH:30]=[CH:31][C:26]([NH:25][S:22]([C:19]2[CH:20]=[CH:21][C:13]3[N:12]([C:3]4[CH:4]=[CH:5][C:6]([C:8]([F:11])([F:10])[F:9])=[CH:7][C:2]=4[C:41]4[CH2:46][CH2:45][N:44]([C:47]([O:49][C:50]([CH3:53])([CH3:52])[CH3:51])=[O:48])[CH2:43][CH:42]=4)[CH2:17][CH2:16][O:15][C:14]=3[CH:18]=2)(=[O:24])=[O:23])=[N:27][CH:28]=1, predict the reactants needed to synthesize it. (9) Given the product [CH3:16][C:14]([C:17]1[CH:18]=[C:19]([NH:20][C:8](=[O:10])[C:7]2[CH:11]=[C:3]([O:2][CH3:1])[CH:4]=[CH:5][C:6]=2[OH:12])[CH:21]=[C:22]([C:24]([CH3:27])([CH3:26])[CH3:25])[CH:23]=1)([CH3:13])[CH3:15], predict the reactants needed to synthesize it. The reactants are: [CH3:1][O:2][C:3]1[CH:11]=[C:7]([C:8]([OH:10])=O)[C:6]([OH:12])=[CH:5][CH:4]=1.[CH3:13][C:14]([C:17]1[CH:18]=[C:19]([CH:21]=[C:22]([C:24]([CH3:27])([CH3:26])[CH3:25])[CH:23]=1)[NH2:20])([CH3:16])[CH3:15]. (10) Given the product [CH2:1]([O:8][C:9](=[O:23])[CH2:10][C@@H:11]([C:20]([NH:28][CH2:24][CH2:25][CH2:26][CH3:27])=[O:22])[NH:12][C:13]([O:15][C:16]([CH3:17])([CH3:18])[CH3:19])=[O:14])[C:2]1[CH:3]=[CH:4][CH:5]=[CH:6][CH:7]=1, predict the reactants needed to synthesize it. The reactants are: [CH2:1]([O:8][C:9](=[O:23])[CH2:10][C@@H:11]([C:20]([OH:22])=O)[NH:12][C:13]([O:15][C:16]([CH3:19])([CH3:18])[CH3:17])=[O:14])[C:2]1[CH:7]=[CH:6][CH:5]=[CH:4][CH:3]=1.[CH2:24]([NH2:28])[CH2:25][CH2:26][CH3:27].CCN=C=NCCCN(C)C.Cl.C1C=CC2N(O)N=NC=2C=1.